This data is from Full USPTO retrosynthesis dataset with 1.9M reactions from patents (1976-2016). The task is: Predict the reactants needed to synthesize the given product. Given the product [CH3:1][C:2]1[CH:14]=[CH:13][C:5]([O:6][CH:7]2[CH2:12][CH2:11][CH2:10][CH2:9][O:8]2)=[CH:4][C:3]=1[NH2:15], predict the reactants needed to synthesize it. The reactants are: [CH3:1][C:2]1[CH:14]=[CH:13][C:5]([O:6][CH:7]2[CH2:12][CH2:11][CH2:10][CH2:9][O:8]2)=[CH:4][C:3]=1[N+:15]([O-])=O.